From a dataset of Reaction yield outcomes from USPTO patents with 853,638 reactions. Predict the reaction yield, written as a fraction of the theoretical maximum amount of product (1.0 means a 100% yield; for example, 0.34 means a 34% yield). (1) The reactants are [F:1][C:2]1[CH:3]=[CH:4][C:5]([N+:15]([O-])=O)=[C:6]([NH:8][C:9]2[CH:14]=[CH:13][N:12]=[CH:11][CH:10]=2)[CH:7]=1.CO.[NH4+].[Cl-]. The catalyst is [Fe].O. The product is [F:1][C:2]1[CH:7]=[C:6]([NH:8][C:9]2[CH:10]=[CH:11][N:12]=[CH:13][CH:14]=2)[C:5]([NH2:15])=[CH:4][CH:3]=1. The yield is 0.660. (2) The reactants are [Cl:1][C:2]1[S:6][C:5]([S:7]([NH:10][C:11]([NH:13][C:14]2[CH:22]=[CH:21][C:17]([C:18]([OH:20])=O)=[CH:16][CH:15]=2)=[O:12])(=[O:9])=[O:8])=[CH:4][CH:3]=1.[NH2:23][C:24]1[CH:29]=[CH:28][CH:27]=[CH:26][CH:25]=1.CCN(C(C)C)C(C)C.C1CN([P+](ON2N=NC3C=CC=CC2=3)(N2CCCC2)N2CCCC2)CC1.F[P-](F)(F)(F)(F)F. The catalyst is CN(C=O)C. The product is [Cl:1][C:2]1[S:6][C:5]([S:7]([NH:10][C:11]([NH:13][C:14]2[CH:15]=[CH:16][C:17]([C:18](=[O:20])[NH:23][C:24]3[CH:29]=[CH:28][CH:27]=[CH:26][CH:25]=3)=[CH:21][CH:22]=2)=[O:12])(=[O:8])=[O:9])=[CH:4][CH:3]=1. The yield is 0.450. (3) The reactants are [CH2:1]([O:3][C:4]1[CH:13]=[CH:12][C:7]2[N:8]=[C:9]([NH2:11])[S:10][C:6]=2[CH:5]=1)[CH3:2].[F:14][C:15]([F:26])([F:25])[C:16]1[CH:17]=[C:18]([CH:22]=[CH:23][CH:24]=1)[C:19](Cl)=[O:20].Br[CH:28]([CH2:33][CH3:34])[C:29]([O:31]C)=[O:30].COC1C=CC2N=C(N)SC=2C=1.ClC1C=C(C=CC=1)C(Cl)=O.BrCC(OCC)=O. No catalyst specified. The product is [CH2:1]([O:3][C:4]1[CH:13]=[CH:12][C:7]2[N:8]([CH:28]([CH2:33][CH3:34])[C:29]([OH:31])=[O:30])[C:9](=[N:11][C:19](=[O:20])[C:18]3[CH:22]=[CH:23][CH:24]=[C:16]([C:15]([F:26])([F:25])[F:14])[CH:17]=3)[S:10][C:6]=2[CH:5]=1)[CH3:2]. The yield is 0.420. (4) The reactants are [Br:1][C:2]1[CH:11]=[CH:10][CH:9]=[C:8]2[C:3]=1[CH2:4][N:5]([CH3:13])[C:6](=[O:12])[NH:7]2.[H-].[Na+].[F:16][C:17]1[CH:18]=[C:19]([CH:22]=[CH:23][CH:24]=1)[CH2:20]Br. The catalyst is CN(C)C=O. The product is [Br:1][C:2]1[CH:11]=[CH:10][CH:9]=[C:8]2[C:3]=1[CH2:4][N:5]([CH3:13])[C:6](=[O:12])[N:7]2[CH2:20][C:19]1[CH:22]=[CH:23][CH:24]=[C:17]([F:16])[CH:18]=1. The yield is 0.810. (5) The reactants are [Cl:1][C:2]1[CH:7]=[CH:6][C:5]([NH:8][C:9](=[O:16])[C:10]2[CH:15]=[CH:14][CH:13]=[CH:12][CH:11]=2)=[C:4]([C:17](=[O:25])[C:18]2[CH:23]=[CH:22][CH:21]=[CH:20][C:19]=2[CH3:24])[CH:3]=1.[Br:26]N1C(=O)CCC1=O. The catalyst is C(Cl)(Cl)(Cl)Cl.C(Cl)Cl. The product is [Br:26][CH2:24][C:19]1[CH:20]=[CH:21][CH:22]=[CH:23][C:18]=1[C:17]([C:4]1[CH:3]=[C:2]([Cl:1])[CH:7]=[CH:6][C:5]=1[NH:8][C:9](=[O:16])[C:10]1[CH:11]=[CH:12][CH:13]=[CH:14][CH:15]=1)=[O:25]. The yield is 0.740.